From a dataset of Forward reaction prediction with 1.9M reactions from USPTO patents (1976-2016). Predict the product of the given reaction. (1) Given the reactants [CH2:1]([O:5][C:6]1[C:13]([O:14][CH3:15])=[CH:12][C:9]([CH:10]=O)=[CH:8][C:7]=1[O:16][CH3:17])[CH:2]([CH3:4])[CH3:3].[ClH:18].CO.C(O[CH:24](OCC)[CH2:25][NH:26][CH2:27][C:28]1[CH:33]=[CH:32][CH:31]=[C:30]([O:34][CH2:35][CH3:36])[C:29]=1[OH:37])C, predict the reaction product. The product is: [ClH:18].[CH2:1]([O:5][C:6]1[C:13]([O:14][CH3:15])=[CH:12][C:9]([CH2:10][C:24]2[C:33]3[C:28](=[C:29]([OH:37])[C:30]([O:34][CH2:35][CH3:36])=[CH:31][CH:32]=3)[CH:27]=[N:26][CH:25]=2)=[CH:8][C:7]=1[O:16][CH3:17])[CH:2]([CH3:4])[CH3:3]. (2) Given the reactants [CH2:1]([O:8][N:9]1[C:15](=[O:16])[N:14]2[CH2:17][C@H:10]1[CH2:11][CH2:12][C@H:13]2[C:18]([OH:20])=O)[C:2]1[CH:7]=[CH:6][CH:5]=[CH:4][CH:3]=1.Cl.C(N=C=NCCCN(C)C)C.ON1C2C=CC=CC=2N=N1.[NH2:43][O:44][CH2:45][CH2:46][NH:47][C:48](=[O:54])[O:49][C:50]([CH3:53])([CH3:52])[CH3:51], predict the reaction product. The product is: [CH2:1]([O:8][N:9]1[C:15](=[O:16])[N:14]2[CH2:17][C@H:10]1[CH2:11][CH2:12][C@H:13]2[C:18]([NH:43][O:44][CH2:45][CH2:46][NH:47][C:48](=[O:54])[O:49][C:50]([CH3:52])([CH3:51])[CH3:53])=[O:20])[C:2]1[CH:3]=[CH:4][CH:5]=[CH:6][CH:7]=1. (3) Given the reactants [CH3:1][O:2][C:3]1[CH:8]=[C:7]([O:9][CH3:10])[CH:6]=[CH:5][C:4]=1[CH2:11][NH2:12].[CH3:13][O:14][C:15](=[O:23])[C:16](=[CH2:22])[CH2:17][C:18](OC)=[O:19], predict the reaction product. The product is: [CH3:1][O:2][C:3]1[CH:8]=[C:7]([O:9][CH3:10])[CH:6]=[CH:5][C:4]=1[CH2:11][N:12]1[C:18](=[O:19])[CH2:17][CH:16]([C:15]([O:14][CH3:13])=[O:23])[CH2:22]1. (4) The product is: [ClH:26].[NH2:8][CH2:9][CH:10]([CH2:22][CH:23]([CH3:25])[CH3:24])[CH2:11][C:12]([O:14][CH2:15][C:16]1[CH:17]=[CH:18][CH:19]=[CH:20][CH:21]=1)=[O:13]. Given the reactants C(OC([NH:8][CH2:9][CH:10]([CH2:22][CH:23]([CH3:25])[CH3:24])[CH2:11][C:12]([O:14][CH2:15][C:16]1[CH:21]=[CH:20][CH:19]=[CH:18][CH:17]=1)=[O:13])=O)(C)(C)C.[ClH:26], predict the reaction product. (5) Given the reactants [NH2:1][C:2]1[C:11]([C:12]#[N:13])=[C:10]([NH:14][CH2:15][C:16]2[CH:21]=[CH:20][CH:19]=[CH:18][CH:17]=2)[C:9]2[C:4](=[CH:5][CH:6]=[C:7]([N:22]3[CH2:27][CH2:26][O:25][CH2:24][CH2:23]3)[CH:8]=2)[N:3]=1.[S:28]([O:38][NH2:39])([C:31]1[CH:37]=[CH:36][C:34]([CH3:35])=[CH:33][CH:32]=1)(=[O:30])=[O:29], predict the reaction product. The product is: [S:28]([C:31]1[CH:37]=[CH:36][C:34]([CH3:35])=[CH:33][CH:32]=1)([O-:38])(=[O:30])=[O:29].[NH2:39][N+:3]1[C:4]2[C:9](=[CH:8][C:7]([N:22]3[CH2:23][CH2:24][O:25][CH2:26][CH2:27]3)=[CH:6][CH:5]=2)[C:10]([NH:14][CH2:15][C:16]2[CH:17]=[CH:18][CH:19]=[CH:20][CH:21]=2)=[C:11]([C:12]#[N:13])[C:2]=1[NH2:1]. (6) Given the reactants [NH2:1][C:2]1[C:7]([C:8]([OH:10])=[O:9])=[CH:6][N:5]=[CH:4][CH:3]=1.[Br:11]Br, predict the reaction product. The product is: [NH2:1][C:2]1[C:7]([C:8]([OH:10])=[O:9])=[CH:6][N:5]=[CH:4][C:3]=1[Br:11]. (7) The product is: [CH3:19][N:20]([CH3:32])[C:21]1[CH:30]=[C:29]2[C:24]([C:25]([C:7]3[CH:8]=[C:3]([O:2][CH3:1])[C:4]([O:12][CH3:13])=[C:5]([O:10][CH3:11])[CH:6]=3)=[CH:26][CH2:27][O:28]2)=[CH:23][CH:22]=1. Given the reactants [CH3:1][O:2][C:3]1[CH:8]=[CH:7][C:6](I)=[C:5]([O:10][CH3:11])[C:4]=1[O:12][CH3:13].C([Li])CCC.[CH3:19][N:20]([CH3:32])[C:21]1[CH:30]=[C:29]2[C:24]([C:25](=O)[CH2:26][CH2:27][O:28]2)=[CH:23][CH:22]=1.[NH4+].[Cl-].Cl, predict the reaction product.